This data is from Catalyst prediction with 721,799 reactions and 888 catalyst types from USPTO. The task is: Predict which catalyst facilitates the given reaction. (1) Reactant: C(Cl)(=O)C(Cl)=O.CS(C)=O.[CH:11]1([O:16][C:17]2[C:22]([O:23][CH3:24])=[CH:21][N:20]=[C:19]([CH:25]([OH:35])[CH2:26][C:27]3[C:32]([Cl:33])=[CH:31][N:30]=[CH:29][C:28]=3[Cl:34])[CH:18]=2)[CH2:15][CH2:14][CH2:13][CH2:12]1.C(N(CC)CC)C. Product: [CH:11]1([O:16][C:17]2[C:22]([O:23][CH3:24])=[CH:21][N:20]=[C:19]([C:25](=[O:35])[CH2:26][C:27]3[C:28]([Cl:34])=[CH:29][N:30]=[CH:31][C:32]=3[Cl:33])[CH:18]=2)[CH2:12][CH2:13][CH2:14][CH2:15]1. The catalyst class is: 46. (2) Reactant: Br[C:2]1[C:7]([NH2:8])=[C:6]([CH3:9])[CH:5]=[C:4]([CH3:10])[N:3]=1.[C:11]([C:13]1[CH:18]=[CH:17][CH:16]=[C:15]([Cl:19])[CH:14]=1)#[CH:12]. Product: [Cl:19][C:15]1[CH:14]=[C:13]([C:11]#[C:12][C:2]2[C:7]([NH2:8])=[C:6]([CH3:9])[CH:5]=[C:4]([CH3:10])[N:3]=2)[CH:18]=[CH:17][CH:16]=1. The catalyst class is: 337. (3) Reactant: [CH3:1][O:2][C:3]([C:5]1([C:9]2[CH:14]=[CH:13][C:12]([NH:15][C:16]3[CH:21]=[C:20]([C:22]4[CH:27]=[CH:26][CH:25]=[CH:24][CH:23]=4)[N:19]=[C:18]([N:28]4[CH2:33][CH2:32]S[CH2:30][CH2:29]4)[N:17]=3)=[CH:11][CH:10]=2)[CH2:8][CH2:7][CH2:6]1)=[O:4].O[O:35][S:36]([O-:38])=O.[K+]. Product: [CH3:1][O:2][C:3]([C:5]1([C:9]2[CH:10]=[CH:11][C:12]([NH:15][C:16]3[CH:21]=[C:20]([C:22]4[CH:27]=[CH:26][CH:25]=[CH:24][CH:23]=4)[N:19]=[C:18]([N:28]4[CH2:29][CH2:30][S:36](=[O:38])(=[O:35])[CH2:32][CH2:33]4)[N:17]=3)=[CH:13][CH:14]=2)[CH2:8][CH2:7][CH2:6]1)=[O:4]. The catalyst class is: 191.